This data is from NCI-60 drug combinations with 297,098 pairs across 59 cell lines. The task is: Regression. Given two drug SMILES strings and cell line genomic features, predict the synergy score measuring deviation from expected non-interaction effect. (1) Drug 1: C1CCN(CC1)CCOC2=CC=C(C=C2)C(=O)C3=C(SC4=C3C=CC(=C4)O)C5=CC=C(C=C5)O. Cell line: HCT116. Synergy scores: CSS=4.93, Synergy_ZIP=4.39, Synergy_Bliss=8.00, Synergy_Loewe=0.764, Synergy_HSA=1.55. Drug 2: CN1C2=C(C=C(C=C2)N(CCCl)CCCl)N=C1CCCC(=O)O.Cl. (2) Drug 1: CN(C)N=NC1=C(NC=N1)C(=O)N. Drug 2: COC1=NC(=NC2=C1N=CN2C3C(C(C(O3)CO)O)O)N. Cell line: HCC-2998. Synergy scores: CSS=1.40, Synergy_ZIP=1.48, Synergy_Bliss=2.31, Synergy_Loewe=-0.225, Synergy_HSA=-0.143. (3) Cell line: SK-OV-3. Drug 1: C(CN)CNCCSP(=O)(O)O. Drug 2: CC1C(C(CC(O1)OC2CC(CC3=C2C(=C4C(=C3O)C(=O)C5=C(C4=O)C(=CC=C5)OC)O)(C(=O)CO)O)N)O.Cl. Synergy scores: CSS=23.5, Synergy_ZIP=1.05, Synergy_Bliss=-0.393, Synergy_Loewe=-35.6, Synergy_HSA=-1.05. (4) Drug 1: CC12CCC3C(C1CCC2O)C(CC4=C3C=CC(=C4)O)CCCCCCCCCS(=O)CCCC(C(F)(F)F)(F)F. Drug 2: C1=NC(=NC(=O)N1C2C(C(C(O2)CO)O)O)N. Cell line: NCIH23. Synergy scores: CSS=-0.370, Synergy_ZIP=1.87, Synergy_Bliss=-6.79, Synergy_Loewe=-7.16, Synergy_HSA=-5.56. (5) Drug 1: COC1=CC(=CC(=C1O)OC)C2C3C(COC3=O)C(C4=CC5=C(C=C24)OCO5)OC6C(C(C7C(O6)COC(O7)C8=CC=CS8)O)O. Drug 2: CC1=C(N=C(N=C1N)C(CC(=O)N)NCC(C(=O)N)N)C(=O)NC(C(C2=CN=CN2)OC3C(C(C(C(O3)CO)O)O)OC4C(C(C(C(O4)CO)O)OC(=O)N)O)C(=O)NC(C)C(C(C)C(=O)NC(C(C)O)C(=O)NCCC5=NC(=CS5)C6=NC(=CS6)C(=O)NCCC[S+](C)C)O. Cell line: M14. Synergy scores: CSS=38.2, Synergy_ZIP=-2.91, Synergy_Bliss=2.74, Synergy_Loewe=1.99, Synergy_HSA=4.48. (6) Drug 1: CC1=C(C=C(C=C1)C(=O)NC2=CC(=CC(=C2)C(F)(F)F)N3C=C(N=C3)C)NC4=NC=CC(=N4)C5=CN=CC=C5. Drug 2: C1CC(=O)NC(=O)C1N2C(=O)C3=CC=CC=C3C2=O. Cell line: CAKI-1. Synergy scores: CSS=-14.1, Synergy_ZIP=5.53, Synergy_Bliss=-0.177, Synergy_Loewe=-11.3, Synergy_HSA=-11.8. (7) Drug 1: CC1=C2C(C(=O)C3(C(CC4C(C3C(C(C2(C)C)(CC1OC(=O)C(C(C5=CC=CC=C5)NC(=O)C6=CC=CC=C6)O)O)OC(=O)C7=CC=CC=C7)(CO4)OC(=O)C)O)C)OC(=O)C. Drug 2: CC1C(C(CC(O1)OC2CC(CC3=C2C(=C4C(=C3O)C(=O)C5=CC=CC=C5C4=O)O)(C(=O)C)O)N)O. Cell line: T-47D. Synergy scores: CSS=35.6, Synergy_ZIP=-4.14, Synergy_Bliss=-7.14, Synergy_Loewe=-3.47, Synergy_HSA=-1.86. (8) Drug 1: CN1C2=C(C=C(C=C2)N(CCCl)CCCl)N=C1CCCC(=O)O.Cl. Drug 2: C(CN)CNCCSP(=O)(O)O. Cell line: OVCAR3. Synergy scores: CSS=10.3, Synergy_ZIP=-5.86, Synergy_Bliss=-5.31, Synergy_Loewe=-2.68, Synergy_HSA=-2.31.